From a dataset of Forward reaction prediction with 1.9M reactions from USPTO patents (1976-2016). Predict the product of the given reaction. (1) Given the reactants [Na].C([O:4][C:5]([C:7]1[N:8]=[N:9][NH:10][N:11]=1)=[O:6])C.Br[CH2:13][C:14]1[CH:18]=[C:17]([C:19]2[S:20][C:21]([Cl:24])=[CH:22][CH:23]=2)[O:16][N:15]=1, predict the reaction product. The product is: [Cl:24][C:21]1[S:20][C:19]([C:17]2[O:16][N:15]=[C:14]([CH2:13][N:9]3[N:10]=[N:11][C:7]([C:5]([OH:4])=[O:6])=[N:8]3)[CH:18]=2)=[CH:23][CH:22]=1. (2) Given the reactants [CH3:1][O:2][CH2:3][O:4][C@H:5]1[CH2:22][CH2:21][C@@:20]2([CH3:23])[CH:7]([CH2:8][CH2:9][C@@H:10]3[C@@H:19]2[CH2:18][CH2:17][C@@:15]2([CH3:16])[C@H:11]3[CH2:12][CH2:13][C:14]2=[CH2:24])[CH2:6]1.B1C2CCCC1CCC2.[OH:34]O.[OH-].[Na+], predict the reaction product. The product is: [CH3:1][O:2][CH2:3][O:4][C@H:5]1[CH2:22][CH2:21][C@@:20]2([CH3:23])[C:7](=[CH:8][CH2:9][C@@H:10]3[C@@H:19]2[CH2:18][CH2:17][C@@:15]2([CH3:16])[C@H:11]3[CH2:12][CH2:13][C@@H:14]2[CH2:24][OH:34])[CH2:6]1. (3) Given the reactants [F:1][C:2]([F:7])([F:6])[C:3]([OH:5])=[O:4].C[N:9]([CH3:39])[C:10]1[CH:15]=[C:14]([C:16]2[CH:17]=[C:18]3[C:22](=[C:23]([C:25]([NH2:27])=[O:26])[CH:24]=2)[NH:21][CH:20]=[C:19]3[CH:28]2[CH2:33][CH2:32][N:31]([S:34]([CH2:37][CH3:38])(=[O:36])=[O:35])[CH2:30][CH2:29]2)[CH:13]=[CH:12][N:11]=1.CNC, predict the reaction product. The product is: [F:1][C:2]([F:7])([F:6])[C:3]([OH:5])=[O:4].[CH2:37]([S:34]([N:31]1[CH2:32][CH2:33][CH:28]([C:19]2[C:18]3[C:22](=[C:23]([C:25]([NH2:27])=[O:26])[CH:24]=[C:16]([C:14]4[CH:13]=[CH:12][N:11]=[C:10]([NH:9][CH2:39][CH2:2][CH3:3])[CH:15]=4)[CH:17]=3)[NH:21][CH:20]=2)[CH2:29][CH2:30]1)(=[O:36])=[O:35])[CH3:38]. (4) Given the reactants Cl[C:2]1[C:3]2[CH:20]=[CH:19][N:18]([CH2:21][CH2:22][N:23]3[CH2:28][CH2:27][O:26][CH2:25][CH2:24]3)[C:4]=2[N:5]=[C:6]([S:8]([C:11]2[CH:16]=[CH:15][C:14]([F:17])=[CH:13][CH:12]=2)(=[O:10])=[O:9])[N:7]=1.[CH3:29][C:30]1[NH:34][N:33]=[C:32]([NH2:35])[CH:31]=1.[I-].[Na+].CCN(C(C)C)C(C)C, predict the reaction product. The product is: [F:17][C:14]1[CH:15]=[CH:16][C:11]([S:8]([C:6]2[N:7]=[C:2]([NH:35][C:32]3[CH:31]=[C:30]([CH3:29])[NH:34][N:33]=3)[C:3]3[CH:20]=[CH:19][N:18]([CH2:21][CH2:22][N:23]4[CH2:28][CH2:27][O:26][CH2:25][CH2:24]4)[C:4]=3[N:5]=2)(=[O:10])=[O:9])=[CH:12][CH:13]=1. (5) Given the reactants [C:1]([O:5][C:6](=[O:25])[NH:7][C:8]1[CH:13]=[C:12]([O:14][CH2:15][C:16]([F:19])([F:18])[F:17])[C:11]([C:20]([F:23])([F:22])[F:21])=[CH:10][C:9]=1[NH2:24])([CH3:4])([CH3:3])[CH3:2].C([O:30][C:31](=O)[CH2:32][C:33]([C:35]1[CH:40]=[CH:39][CH:38]=[C:37]([C:41]2[CH:42]=[N:43][C:44]([CH:48]3[CH2:50][CH2:49]3)=[CH:45][C:46]=2[CH3:47])[CH:36]=1)=[O:34])(C)(C)C, predict the reaction product. The product is: [C:1]([O:5][C:6](=[O:25])[NH:7][C:8]1[CH:13]=[C:12]([O:14][CH2:15][C:16]([F:18])([F:17])[F:19])[C:11]([C:20]([F:22])([F:23])[F:21])=[CH:10][C:9]=1[NH:24][C:31](=[O:30])[CH2:32][C:33]([C:35]1[CH:40]=[CH:39][CH:38]=[C:37]([C:41]2[CH:42]=[N:43][C:44]([CH:48]3[CH2:49][CH2:50]3)=[CH:45][C:46]=2[CH3:47])[CH:36]=1)=[O:34])([CH3:4])([CH3:2])[CH3:3]. (6) Given the reactants Cl.[CH3:2][O:3][C:4](=[O:9])[C@H:5]([CH2:7][OH:8])[NH2:6].[Cl:10][C:11]1[CH:16]=[CH:15][C:14]([S:17](Cl)(=[O:19])=[O:18])=[CH:13][CH:12]=1, predict the reaction product. The product is: [Cl:10][C:11]1[CH:16]=[CH:15][C:14]([S:17]([NH:6][C@@H:5]([CH2:7][OH:8])[C:4]([O:3][CH3:2])=[O:9])(=[O:19])=[O:18])=[CH:13][CH:12]=1. (7) The product is: [CH:1]([C:3]1[CH:4]=[C:5]([N+:12]([O-:14])=[O:13])[C:6]([OH:11])=[C:7]([CH:10]=1)[C:8]#[N:9])=[O:2]. Given the reactants [CH:1]([C:3]1[CH:4]=[CH:5][C:6]([OH:11])=[C:7]([CH:10]=1)[C:8]#[N:9])=[O:2].[N+:12]([O-])([OH:14])=[O:13].C(OCC)(=O)C, predict the reaction product. (8) Given the reactants [CH3:1][Si](C)(C)[N-][Si](C)(C)C.[K+].[CH:11]([C:13]12[CH2:20][CH2:19][C:16]([C:21]([O:23][CH3:24])=[O:22])([CH2:17][CH2:18]1)[CH2:15][CH2:14]2)=O, predict the reaction product. The product is: [CH:11]([C:13]12[CH2:20][CH2:19][C:16]([C:21]([O:23][CH3:24])=[O:22])([CH2:17][CH2:18]1)[CH2:15][CH2:14]2)=[CH2:1]. (9) Given the reactants [CH3:1][C:2]1[CH:10]=[C:9]([CH2:11][CH2:12][CH2:13][CH2:14][CH2:15][CH2:16][CH2:17][CH3:18])[CH:8]=[C:4]([C:5]([OH:7])=[O:6])[C:3]=1[OH:19].[OH-].[Na+].[Cl-].[Zn+2:23].[Cl-], predict the reaction product. The product is: [Zn+2:23].[CH3:1][C:2]1[CH:10]=[C:9]([CH2:11][CH2:12][CH2:13][CH2:14][CH2:15][CH2:16][CH2:17][CH3:18])[CH:8]=[C:4]([C:5]([O-:7])=[O:6])[C:3]=1[OH:19].[CH3:1][C:2]1[CH:10]=[C:9]([CH2:11][CH2:12][CH2:13][CH2:14][CH2:15][CH2:16][CH2:17][CH3:18])[CH:8]=[C:4]([C:5]([O-:7])=[O:6])[C:3]=1[OH:19]. (10) Given the reactants [Br:1][C:2]1[C:3](Cl)=[N:4][C:5]([Cl:8])=[N:6][CH:7]=1.[CH3:10][O-:11].[Na+], predict the reaction product. The product is: [Br:1][C:2]1[C:3]([O:11][CH3:10])=[N:4][C:5]([Cl:8])=[N:6][CH:7]=1.